Dataset: Forward reaction prediction with 1.9M reactions from USPTO patents (1976-2016). Task: Predict the product of the given reaction. (1) Given the reactants [N+:1]([C:4]1[CH:9]=[C:8]([N+:10]([O-:12])=[O:11])[CH:7]=[CH:6][C:5]=1[CH2:13][C:14]([OH:16])=[O:15])([O-:3])=[O:2].OS(O)(=O)=O.[CH3:22][CH2:23]O, predict the reaction product. The product is: [N+:1]([C:4]1[CH:9]=[C:8]([N+:10]([O-:12])=[O:11])[CH:7]=[CH:6][C:5]=1[CH2:13][C:14]([O:16][CH2:22][CH3:23])=[O:15])([O-:3])=[O:2]. (2) Given the reactants [OH-].[K+].[CH:3]1([O:8][C:9]2[C:10]([O:19][CH3:20])=[N:11][CH:12]=[C:13]([CH:18]=2)[C:14]([O:16]C)=[O:15])[CH2:7][CH2:6][CH2:5][CH2:4]1, predict the reaction product. The product is: [CH:3]1([O:8][C:9]2[C:10]([O:19][CH3:20])=[N:11][CH:12]=[C:13]([CH:18]=2)[C:14]([OH:16])=[O:15])[CH2:4][CH2:5][CH2:6][CH2:7]1. (3) Given the reactants [CH3:1][N:2]1[C:6]([NH2:7])=[C:5]([C:8]([F:11])([F:10])[F:9])[C:4]([C:12]([F:18])([F:17])[C:13]([F:16])([F:15])[F:14])=[N:3]1.C(N(CC)CC)C.[C:26]([C:28]1[CH:36]=[CH:35][C:31]([C:32](O)=[O:33])=[CH:30][C:29]=1[N+:37]([O-:39])=[O:38])#[N:27].O=C1N([ClH]P([ClH]N2CCOC2=O)=O)CCO1, predict the reaction product. The product is: [C:26]([C:28]1[CH:36]=[CH:35][C:31]([C:32]([NH:7][C:6]2[N:2]([CH3:1])[N:3]=[C:4]([C:12]([F:17])([F:18])[C:13]([F:15])([F:14])[F:16])[C:5]=2[C:8]([F:10])([F:9])[F:11])=[O:33])=[CH:30][C:29]=1[N+:37]([O-:39])=[O:38])#[N:27]. (4) Given the reactants [CH3:1][CH:2]1[CH2:11][CH2:10][C:9]2[C:4](=[N:5][C:6]([C:18]3[CH:23]=[CH:22][CH:21]=[CH:20][CH:19]=3)=[C:7]([C:12]3[CH:17]=[CH:16][CH:15]=[CH:14][CH:13]=3)[CH:8]=2)[NH:3]1.Br[CH2:25][CH2:26][CH2:27][CH2:28][CH2:29][CH2:30][C:31]([O:33][CH2:34][CH3:35])=[O:32].C(=O)([O-])[O-].[Cs+].[Cs+], predict the reaction product. The product is: [CH3:1][CH:2]1[CH2:11][CH2:10][C:9]2[C:4](=[N:5][C:6]([C:18]3[CH:23]=[CH:22][CH:21]=[CH:20][CH:19]=3)=[C:7]([C:12]3[CH:17]=[CH:16][CH:15]=[CH:14][CH:13]=3)[CH:8]=2)[N:3]1[CH2:25][CH2:26][CH2:27][CH2:28][CH2:29][CH2:30][C:31]([O:33][CH2:34][CH3:35])=[O:32]. (5) Given the reactants NC1C=NC=C(Cl)C=1O.[Cl:10][C:11]1[C:16]([O:17][CH3:18])=[C:15]([N+:19]([O-])=O)[CH:14]=[CH:13][N:12]=1.ClC1C=NC=C([N+]([O-])=O)C=1O, predict the reaction product. The product is: [NH2:19][C:15]1[CH:14]=[CH:13][N:12]=[C:11]([Cl:10])[C:16]=1[O:17][CH3:18]. (6) Given the reactants [Br:1][C:2]1[O:6][C:5]([C:7]([OH:9])=O)=[CH:4][CH:3]=1.[NH2:10][CH2:11][P:12](=[O:19])([O:16]CC)[O:13]CC.C[Si](Br)(C)C, predict the reaction product. The product is: [P:12]([CH2:11][NH:10][C:7]([C:5]1[O:6][C:2]([Br:1])=[CH:3][CH:4]=1)=[O:9])([OH:19])([OH:16])=[O:13].